This data is from Forward reaction prediction with 1.9M reactions from USPTO patents (1976-2016). The task is: Predict the product of the given reaction. (1) Given the reactants OC(C(F)(F)F)=O.[F:8][C:9]1[CH:10]=[C:11]([C:15]2[N:20]=[CH:19][C:18]([C:21]([NH:23][C@H:24]3[C@@H:28]([OH:29])[CH2:27][NH:26][CH2:25]3)=[O:22])=[CH:17][N:16]=2)[CH:12]=[CH:13][CH:14]=1.Cl[C:31]1[CH:36]=[C:35]([C:37]([C:39]2[S:40][CH:41]=[CH:42][N:43]=2)=[O:38])[CH:34]=[CH:33][N:32]=1, predict the reaction product. The product is: [F:8][C:9]1[CH:10]=[C:11]([C:15]2[N:20]=[CH:19][C:18]([C:21]([NH:23][C@H:24]3[C@@H:28]([OH:29])[CH2:27][N:26]([C:31]4[CH:36]=[C:35]([C:37]([C:39]5[S:40][CH:41]=[CH:42][N:43]=5)=[O:38])[CH:34]=[CH:33][N:32]=4)[CH2:25]3)=[O:22])=[CH:17][N:16]=2)[CH:12]=[CH:13][CH:14]=1. (2) Given the reactants Cl[C:2]1[CH:11]=[CH:10][C:9]2[C:4](=[CH:5][CH:6]=[C:7]([CH3:15])[C:8]=2[N+:12]([O-:14])=[O:13])[N:3]=1.[C:16]([O-])([O-])=O.[K+].[K+].CB1OB(C)OB(C)O1, predict the reaction product. The product is: [CH3:16][C:2]1[CH:11]=[CH:10][C:9]2[C:4](=[CH:5][CH:6]=[C:7]([CH3:15])[C:8]=2[N+:12]([O-:14])=[O:13])[N:3]=1. (3) The product is: [C:19]1([N:8]2[C:7]3[C:15](=[CH:16][CH:17]=[C:5]4[CH:4]=[CH:3][CH:2]=[CH:1][C:6]4=3)[C:14]3[C:9]2=[CH:10][CH:11]=[CH:12][CH:13]=3)[CH:24]=[CH:23][CH:22]=[CH:21][CH:20]=1. Given the reactants [CH:1]1[C:6]2=[C:7]3[C:15](=[CH:16][CH:17]=[C:5]2[CH:4]=[CH:3][CH:2]=1)[C:14]1[C:9](=[CH:10][CH:11]=[CH:12][CH:13]=1)[NH:8]3.Br[C:19]1[CH:24]=[CH:23][CH:22]=[CH:21][CH:20]=1.CC(C)([O-])C.[Na+], predict the reaction product. (4) Given the reactants C(Cl)(=O)C(Cl)=O.[F:7][C:8]([F:22])([F:21])[C:9]1[CH:20]=[CH:19][C:12]2[S:13][C:14]([C:16]([OH:18])=[O:17])=[CH:15][C:11]=2[CH:10]=1.[CH3:23][CH:24](O)[CH3:25], predict the reaction product. The product is: [F:22][C:8]([F:7])([F:21])[C:9]1[CH:20]=[CH:19][C:12]2[S:13][C:14]([C:16]([O:18][CH:24]([CH3:25])[CH3:23])=[O:17])=[CH:15][C:11]=2[CH:10]=1. (5) Given the reactants C([O:5][C:6]([C@@H:8]1[O:12][C:11](=[O:13])[N:10]([C:14]2[CH:19]=[C:18]([F:20])[C:17]([N:21]3[CH:26]=[CH:25][C:24](=[O:27])[CH2:23][CH2:22]3)=[C:16]([F:28])[CH:15]=2)[CH2:9]1)=O)CCC.CO.[NH3:31], predict the reaction product. The product is: [O:27]=[C:24]1[CH:25]=[CH:26][N:21]([C:17]2[C:16]([F:28])=[CH:15][C:14]([N:10]3[CH2:9][C@H:8]([C:6]([NH2:31])=[O:5])[O:12][C:11]3=[O:13])=[CH:19][C:18]=2[F:20])[CH2:22][CH2:23]1. (6) Given the reactants [Br:1][C:2]1[CH:3]=[N:4][C:5]2[CH:6]=[C:7]([C:16]3[CH:21]=[CH:20][CH:19]=[C:18]([F:22])[CH:17]=3)[C:8]([OH:15])=[C:9]([C:12](O)=[O:13])[C:10]=2[N:11]=1.Cl.CN(C)CCCN=C=NCC.C(N(CC)CC)C.Cl.[NH2:43][CH2:44][C:45]([O:47][CH2:48][CH3:49])=[O:46], predict the reaction product. The product is: [Br:1][C:2]1[CH:3]=[N:4][C:5]2[C:10]([N:11]=1)=[C:9]([C:12]([NH:43][CH2:44][C:45]([O:47][CH2:48][CH3:49])=[O:46])=[O:13])[C:8]([OH:15])=[C:7]([C:16]1[CH:21]=[CH:20][CH:19]=[C:18]([F:22])[CH:17]=1)[CH:6]=2. (7) Given the reactants [C:1]([N:5]1[C:9]([C:10]2[CH:15]=[CH:14][N:13]=[C:12](S(C)(=O)=O)[N:11]=2)=[CH:8][C:7]([C:20]([NH2:22])=[O:21])=[N:6]1)([CH3:4])([CH3:3])[CH3:2].[N:23]1([C:29]2[CH:34]=[CH:33][C:32]([OH:35])=[CH:31][CH:30]=2)[CH2:28][CH2:27][NH:26][CH2:25][CH2:24]1.C(=O)([O-])[O-].[K+].[K+], predict the reaction product. The product is: [C:1]([N:5]1[C:9]([C:10]2[CH:15]=[CH:14][N:13]=[C:12]([O:35][C:32]3[CH:31]=[CH:30][C:29]([N:23]4[CH2:28][CH2:27][NH:26][CH2:25][CH2:24]4)=[CH:34][CH:33]=3)[N:11]=2)=[CH:8][C:7]([C:20]([NH2:22])=[O:21])=[N:6]1)([CH3:4])([CH3:3])[CH3:2]. (8) The product is: [F:8][C:4]1[CH:5]=[CH:6][CH:7]=[C:2]([F:1])[C:3]=1[C:9]1[C:18]2[CH:17]=[C:16]([C:19]([OH:21])=[O:20])[CH:15]=[CH:14][C:13]=2[C:12]2=[N:22][NH:23][CH:24]=[C:11]2[N:10]=1. Given the reactants [F:1][C:2]1[CH:7]=[CH:6][CH:5]=[C:4]([F:8])[C:3]=1[C:9]1[C:18]2[CH:17]=[C:16]([C:19]([OH:21])=[O:20])[CH:15]=[CH:14][C:13]=2[C:12]2[N:22](S(=O)(=O)N(C)C)[N:23]=[CH:24][C:11]=2[N:10]=1.C(O)(C(F)(F)F)=O, predict the reaction product.